Dataset: Reaction yield outcomes from USPTO patents with 853,638 reactions. Task: Predict the reaction yield, written as a fraction of the theoretical maximum amount of product (1.0 means a 100% yield; for example, 0.34 means a 34% yield). (1) The reactants are Cl[C:2]1[CH:7]=[C:6]([C:8]2([F:12])[CH2:11][O:10][CH2:9]2)[CH:5]=[CH:4][N:3]=1.[CH3:13][C:14]1([CH3:30])[C:18]([CH3:20])([CH3:19])[O:17][B:16]([C:21]2[CH:29]=[CH:28][C:24]([C:25]([NH2:27])=[O:26])=[CH:23][CH:22]=2)[O:15]1. The catalyst is O1CCOCC1. The product is [F:12][C:8]1([C:6]2[CH:5]=[CH:4][N:3]=[C:2]([NH:27][C:25](=[O:26])[C:24]3[CH:23]=[CH:22][C:21]([B:16]4[O:15][C:14]([CH3:13])([CH3:30])[C:18]([CH3:20])([CH3:19])[O:17]4)=[CH:29][CH:28]=3)[CH:7]=2)[CH2:11][O:10][CH2:9]1. The yield is 0.270. (2) The reactants are [N+:1]([C:4]1[CH:5]=[C:6]([CH:8]=[CH:9][CH:10]=1)[NH2:7])([O-:3])=[O:2].C(N(CC)CC)C.[F:18][C:19]([F:36])([F:35])[C:20]1[CH:25]=[CH:24][C:23]([C:26]2[C:27]([C:32](Cl)=[O:33])=[CH:28][CH:29]=[CH:30][CH:31]=2)=[CH:22][CH:21]=1. The catalyst is C1COCC1. The product is [N+:1]([C:4]1[CH:5]=[C:6]([NH:7][C:32]([C:27]2[C:26]([C:23]3[CH:24]=[CH:25][C:20]([C:19]([F:18])([F:35])[F:36])=[CH:21][CH:22]=3)=[CH:31][CH:30]=[CH:29][CH:28]=2)=[O:33])[CH:8]=[CH:9][CH:10]=1)([O-:3])=[O:2]. The yield is 1.00. (3) The reactants are [C:1]([O:5][C:6]([N:8]1[CH2:12][C@H:11]([O:13][Si:14]([C:17]([CH3:20])([CH3:19])[CH3:18])([CH3:16])[CH3:15])[CH2:10][C@H:9]1[CH:21]([OH:28])[C:22]#[C:23][Si:24]([CH3:27])([CH3:26])[CH3:25])=[O:7])([CH3:4])([CH3:3])[CH3:2].N1C=CC=CC=1.[CH:35]1[CH:40]=[CH:39][C:38]([O:41][C:42](Cl)=[S:43])=[CH:37][CH:36]=1. The catalyst is C(Cl)Cl.CN(C)C1C=CN=CC=1. The product is [C:1]([O:5][C:6]([N:8]1[CH2:12][C@H:11]([O:13][Si:14]([C:17]([CH3:18])([CH3:19])[CH3:20])([CH3:16])[CH3:15])[CH2:10][C@H:9]1[CH:21]([O:28][C:42]([O:41][C:38]1[CH:39]=[CH:40][CH:35]=[CH:36][CH:37]=1)=[S:43])[C:22]#[C:23][Si:24]([CH3:25])([CH3:26])[CH3:27])=[O:7])([CH3:4])([CH3:2])[CH3:3]. The yield is 1.00. (4) The reactants are [CH2:1]([N:3]1[CH2:8][CH2:7][N:6]([C:9]2[CH:14]=[CH:13][C:12]([NH:15][C:16]3[N:21]=[CH:20][C:19]([CH2:22][CH2:23][C:24]4[CH:25]=[C:26]([CH:31]=[C:32]([O:34][CH3:35])[CH:33]=4)[C:27]([O:29]C)=[O:28])=[CH:18][N:17]=3)=[CH:11][CH:10]=2)[CH2:5][CH2:4]1)[CH3:2].[Li+].[OH-]. The catalyst is C1COCC1. The product is [CH2:1]([N:3]1[CH2:8][CH2:7][N:6]([C:9]2[CH:14]=[CH:13][C:12]([NH:15][C:16]3[N:17]=[CH:18][C:19]([CH2:22][CH2:23][C:24]4[CH:25]=[C:26]([CH:31]=[C:32]([O:34][CH3:35])[CH:33]=4)[C:27]([OH:29])=[O:28])=[CH:20][N:21]=3)=[CH:11][CH:10]=2)[CH2:5][CH2:4]1)[CH3:2]. The yield is 0.762. (5) The reactants are Cl.[CH3:2][C:3]1[N:7]([CH:8]([CH3:10])[CH3:9])[C:6]([C:11]2[CH:16]=[CH:15][N:14]=[C:13]([NH:17][CH:18]3[CH2:23][CH2:22][N:21]([C:24]([CH:26]4[O:31][CH2:30][CH2:29][N:28](C(OC(C)(C)C)=O)[CH2:27]4)=[O:25])[CH2:20][CH2:19]3)[N:12]=2)=[CH:5][N:4]=1.[OH-].[Na+]. The catalyst is O1CCOCC1.C(Cl)Cl. The product is [CH3:2][C:3]1[N:7]([CH:8]([CH3:10])[CH3:9])[C:6]([C:11]2[CH:16]=[CH:15][N:14]=[C:13]([NH:17][CH:18]3[CH2:23][CH2:22][N:21]([C:24]([CH:26]4[O:31][CH2:30][CH2:29][NH:28][CH2:27]4)=[O:25])[CH2:20][CH2:19]3)[N:12]=2)=[CH:5][N:4]=1. The yield is 0.790. (6) The reactants are [F:1][C:2]1[C:15]([F:16])=[CH:14][CH:13]=[CH:12][C:3]=1[O:4][C:5]1[CH:11]=[CH:10][C:8](N)=[CH:7][CH:6]=1.Cl.N([O-])=O.[Na+].NC(N)=O.[Na+].[I-:27]. The catalyst is O. The product is [F:16][C:15]1[CH:14]=[CH:13][CH:12]=[C:3]([O:4][C:5]2[CH:11]=[CH:10][C:8]([I:27])=[CH:7][CH:6]=2)[C:2]=1[F:1]. The yield is 0.790. (7) The reactants are FC(F)(F)C(O)=O.[CH3:8][O:9][C:10]([C@@H:12]1[CH2:16][C@@H:15]([S:17]([C:20]2[CH:25]=[CH:24][CH:23]=[CH:22][C:21]=2[C:26]([F:29])([F:28])[F:27])(=[O:19])=[O:18])[CH2:14][N:13]1[C:30](=S)[CH2:31][C:32](=[N:34][N:35](C(OC(C)(C)C)=O)[CH3:36])[CH3:33])=[O:11].C(OC(C)=O)(C)C. The catalyst is ClCCl. The product is [CH3:8][O:9][C:10]([C@@H:12]1[CH2:16][C@@H:15]([S:17]([C:20]2[CH:25]=[CH:24][CH:23]=[CH:22][C:21]=2[C:26]([F:28])([F:29])[F:27])(=[O:19])=[O:18])[CH2:14][N:13]1[C:30]1[N:35]([CH3:36])[N:34]=[C:32]([CH3:33])[CH:31]=1)=[O:11]. The yield is 0.290. (8) The reactants are [F:1][C:2]([F:33])([F:32])[C:3]1[CH:27]=[C:26]([C:28]([F:31])([F:30])[F:29])[CH:25]=[CH:24][C:4]=1[CH2:5][O:6][C:7]1[CH:12]=[CH:11][C:10](/[CH:13]=[C:14]2/[C:15]([NH:20][CH3:21])=[N:16][C:17](=[O:19])[S:18]/2)=[CH:9][C:8]=1[O:22][CH3:23].[C:34](=O)([O-])[O-].[K+].[K+].CI.O. The catalyst is CN(C)C=O. The product is [F:33][C:2]([F:1])([F:32])[C:3]1[CH:27]=[C:26]([C:28]([F:30])([F:29])[F:31])[CH:25]=[CH:24][C:4]=1[CH2:5][O:6][C:7]1[CH:12]=[CH:11][C:10](/[CH:13]=[C:14]2/[C:15]([N:20]([CH3:34])[CH3:21])=[N:16][C:17](=[O:19])[S:18]/2)=[CH:9][C:8]=1[O:22][CH3:23]. The yield is 0.270.